Dataset: Catalyst prediction with 721,799 reactions and 888 catalyst types from USPTO. Task: Predict which catalyst facilitates the given reaction. Reactant: [F:1][C:2]1[CH:3]=[C:4]2[C:8](=[CH:9][C:10]=1[NH:11][C:12]([CH:14]([O:16]C(=O)C)[CH3:15])=[O:13])[NH:7][C:6](=[O:20])[CH2:5]2.[OH-].[Na+].[CH3:23]O. Product: [F:1][C:2]1[CH:3]=[C:4]2[C:8](=[CH:9][C:10]=1[NH:11][C:12](=[O:13])[C:14]([OH:16])([CH3:15])[CH3:23])[NH:7][C:6](=[O:20])[CH2:5]2. The catalyst class is: 6.